Dataset: Peptide-MHC class I binding affinity with 185,985 pairs from IEDB/IMGT. Task: Regression. Given a peptide amino acid sequence and an MHC pseudo amino acid sequence, predict their binding affinity value. This is MHC class I binding data. (1) The peptide sequence is GTYAVNIHV. The MHC is HLA-A02:01 with pseudo-sequence HLA-A02:01. The binding affinity (normalized) is 0.677. (2) The peptide sequence is TLKGTSYKM. The MHC is HLA-B27:05 with pseudo-sequence HLA-B27:05. The binding affinity (normalized) is 0.0847. (3) The peptide sequence is FPVRPQVPL. The binding affinity (normalized) is 0. The MHC is HLA-B57:01 with pseudo-sequence HLA-B57:01. (4) The peptide sequence is EVMRSRWSRK. The MHC is HLA-A32:01 with pseudo-sequence HLA-A32:01. The binding affinity (normalized) is 0.